Predict which catalyst facilitates the given reaction. From a dataset of Catalyst prediction with 721,799 reactions and 888 catalyst types from USPTO. (1) Reactant: [CH2:1]([NH:8][C:9]([C@@H:11]([CH:39]1[CH2:44][CH2:43][O:42][CH2:41][CH2:40]1)[C:12]1[CH:38]=[CH:37][C:15]([CH2:16][N:17]2[C:25]3[C:20](=[CH:21][CH:22]=[CH:23][CH:24]=3)[C:19]3[C:26]([CH3:36])=[C:27]([CH2:31][CH2:32][C:33](O)=[O:34])[C:28]([CH3:30])=[N:29][C:18]2=3)=[CH:14][CH:13]=1)=[O:10])[C:2]1[CH:7]=[CH:6][CH:5]=[CH:4][CH:3]=1.O.C(=O)([O-])[O-].[K+].[K+]. Product: [CH2:1]([NH:8][C:9](=[O:10])[C@H:11]([C:12]1[CH:13]=[CH:14][C:15]([CH2:16][N:17]2[C:25]3[C:20](=[CH:21][CH:22]=[CH:23][CH:24]=3)[C:19]3[C:26]([CH3:36])=[C:27]([CH2:31][CH2:32][CH2:33][OH:34])[C:28]([CH3:30])=[N:29][C:18]2=3)=[CH:37][CH:38]=1)[CH:39]1[CH2:40][CH2:41][O:42][CH2:43][CH2:44]1)[C:2]1[CH:3]=[CH:4][CH:5]=[CH:6][CH:7]=1. The catalyst class is: 7. (2) Reactant: Cl[CH2:2][C:3]([NH:5][C:6]1[CH:25]=[CH:24][C:9]2[N:10]=[C:11]([NH:14][C@H:15]3[C:23]4[C:18](=[CH:19][CH:20]=[CH:21][CH:22]=4)[CH2:17][CH2:16]3)[O:12][CH2:13][C:8]=2[CH:7]=1)=[O:4].[NH:26]1[CH2:31][CH2:30][S:29](=[O:33])(=[O:32])[CH2:28][CH2:27]1. Product: [O:32]=[S:29]1(=[O:33])[CH2:30][CH2:31][N:26]([CH2:2][C:3]([NH:5][C:6]2[CH:25]=[CH:24][C:9]3[N:10]=[C:11]([NH:14][C@H:15]4[C:23]5[C:18](=[CH:19][CH:20]=[CH:21][CH:22]=5)[CH2:17][CH2:16]4)[O:12][CH2:13][C:8]=3[CH:7]=2)=[O:4])[CH2:27][CH2:28]1. The catalyst class is: 10.